Task: Predict which catalyst facilitates the given reaction.. Dataset: Catalyst prediction with 721,799 reactions and 888 catalyst types from USPTO (1) Reactant: [Cl:1][C:2]1[N:10]=[C:9]2[C:5]([NH:6][CH:7]=[N:8]2)=[C:4](Cl)[N:3]=1.[NH2:12][C:13]1[CH:18]=[CH:17][CH:16]=[CH:15][CH:14]=1. Product: [Cl:1][C:2]1[N:10]=[C:9]2[C:5]([NH:6][CH:7]=[N:8]2)=[C:4]([NH:12][C:13]2[CH:18]=[CH:17][CH:16]=[CH:15][CH:14]=2)[N:3]=1. The catalyst class is: 8. (2) Reactant: [O:1]1[C:5]2[CH:6]=[CH:7][CH:8]=[CH:9][C:4]=2[N:3]=[C:2]1[S:10][CH2:11][CH2:12][N:13]1[CH2:18][CH2:17][N:16]([CH2:19][C:20]([NH:22][C:23]2[C:24]([O:36][CH2:37][CH2:38][O:39][CH3:40])=[N:25][C:26]([CH3:35])=[CH:27][C:28]=2[O:29][CH2:30][C:31]([F:34])([F:33])[F:32])=[O:21])[CH2:15][CH2:14]1.[ClH:41].N1C=CC=CC=1. Product: [ClH:41].[O:1]1[C:5]2[CH:6]=[CH:7][CH:8]=[CH:9][C:4]=2[N:3]=[C:2]1[S:10][CH2:11][CH2:12][N:13]1[CH2:18][CH2:17][N:16]([CH2:19][C:20]([NH:22][C:23]2[C:24]([O:36][CH2:37][CH2:38][O:39][CH3:40])=[N:25][C:26]([CH3:35])=[CH:27][C:28]=2[O:29][CH2:30][C:31]([F:32])([F:33])[F:34])=[O:21])[CH2:15][CH2:14]1. The catalyst class is: 8. (3) Reactant: [C:1]([CH2:3][N:4]1[C:12]2[C:7](=[CH:8][CH:9]=[CH:10][CH:11]=2)[CH:6]=[C:5]1[C:13]([O:15]CC)=O)#[N:2].Cl.C(OCC)(=O)C. Product: [C:13]1(=[O:15])[C:5]2=[CH:6][C:7]3[CH:8]=[CH:9][CH:10]=[CH:11][C:12]=3[N:4]2[CH2:3][CH2:1][NH:2]1. The catalyst class is: 63. (4) Product: [NH:31]1[CH2:32][CH2:33][CH:28]([C:25]2[CH:24]=[CH:23][C:22]([C:19]3[CH:20]=[C:21]4[C:13]([C:11]5[CH:10]=[N:9][N:8]([CH2:7][C:4]6[CH:3]=[CH:2][N:1]=[CH:6][CH:5]=6)[CH:12]=5)=[CH:14][NH:15][C:16]4=[N:17][CH:18]=3)=[CH:27][CH:26]=2)[CH2:29][CH2:30]1. The catalyst class is: 137. Reactant: [N:1]1[CH:6]=[CH:5][C:4]([CH2:7][N:8]2[CH:12]=[C:11]([C:13]3[C:21]4[C:16](=[N:17][CH:18]=[C:19]([C:22]5[CH:27]=[CH:26][C:25]([CH:28]6[CH2:33][CH2:32][N:31](C(OC(C)(C)C)=O)[CH2:30][CH2:29]6)=[CH:24][CH:23]=5)[CH:20]=4)[NH:15][CH:14]=3)[CH:10]=[N:9]2)=[CH:3][CH:2]=1. (5) Reactant: [C:1]([OH:20])(=[O:19])[CH2:2][CH2:3][CH2:4][CH2:5][CH2:6][CH2:7][CH2:8][CH:9]=[CH:10][CH:11]=[CH:12][CH:13]=[CH:14][CH2:15][CH2:16][CH2:17][CH3:18].[OH-].[Na+:22]. Product: [C:1]([O-:20])(=[O:19])[CH2:2][CH2:3][CH2:4][CH2:5][CH2:6][CH2:7][CH2:8][CH:9]=[CH:10][CH:11]=[CH:12][CH:13]=[CH:14][CH2:15][CH2:16][CH2:17][CH3:18].[Na+:22]. The catalyst class is: 6.